Dataset: Reaction yield outcomes from USPTO patents with 853,638 reactions. Task: Predict the reaction yield, written as a fraction of the theoretical maximum amount of product (1.0 means a 100% yield; for example, 0.34 means a 34% yield). (1) The reactants are [F:1][C:2]1[CH:21]=[CH:20][C:5]([C:6]([NH:8][C:9]2[C:18]([OH:19])=[CH:17][CH:16]=[CH:15][C:10]=2[C:11]([O:13][CH3:14])=[O:12])=O)=[CH:4][CH:3]=1.C1(C)C=CC(S(O)(=O)=O)=CC=1.C([O-])(O)=O.[Na+]. The catalyst is C1(C)C(C)=CC=CC=1. The product is [F:1][C:2]1[CH:21]=[CH:20][C:5]([C:6]2[O:19][C:18]3[C:9](=[C:10]([C:11]([O:13][CH3:14])=[O:12])[CH:15]=[CH:16][CH:17]=3)[N:8]=2)=[CH:4][CH:3]=1. The yield is 0.550. (2) The reactants are [N:1]1([C:5]([C:7]2[CH:31]=[CH:30][C:10]([O:11][C:12]3[CH:13]=[C:14]([CH:18]=[C:19]([O:21][C@@H:22]([CH3:29])[CH2:23][O:24][C:25]([CH3:28])([CH3:27])[CH3:26])[CH:20]=3)[C:15]([OH:17])=O)=[CH:9][CH:8]=2)=[O:6])[CH2:4][CH2:3][CH2:2]1.Cl[C:33]1[N:38]=C(OC)N=C(OC)[N:34]=1.C[N:44]1[CH2:49][CH2:48]OC[CH2:45]1.CNN1C=CC=N1. The catalyst is O.C(#N)C. The product is [N:1]1([C:5]([C:7]2[CH:8]=[CH:9][C:10]([O:11][C:12]3[CH:13]=[C:14]([CH:18]=[C:19]([O:21][C@@H:22]([CH3:29])[CH2:23][O:24][C:25]([CH3:26])([CH3:27])[CH3:28])[CH:20]=3)[C:15]([NH:38][C:33]3[CH:48]=[CH:49][N:44]([CH3:45])[N:34]=3)=[O:17])=[CH:30][CH:31]=2)=[O:6])[CH2:4][CH2:3][CH2:2]1. The yield is 0.900.